From a dataset of hERG Central: cardiac toxicity at 1µM, 10µM, and general inhibition. Predict hERG channel inhibition at various concentrations. (1) The drug is CCOC(=O)C1(CCCc2ccccc2)CCN(C(=O)c2cc(C)nn2CC)CC1. Results: hERG_inhib (hERG inhibition (general)): blocker. (2) Results: hERG_inhib (hERG inhibition (general)): blocker. The drug is Cn1cc(CN2CCN(c3ccccc3)CC2)c2ccccc21. (3) The compound is O=C1N(Cc2cccnc2)C[C@@H]2C[C@@H](c3ccc(C(F)(F)F)cc3)N3CCC[C@@]123. Results: hERG_inhib (hERG inhibition (general)): blocker. (4) The molecule is COCCNc1nc(SCC(=O)N2CCN(c3ccccc3OC)CC2)nc2ccccc12. Results: hERG_inhib (hERG inhibition (general)): blocker. (5) The compound is COc1ccc(CNCC(O)(c2ccccc2)c2ccc(F)cc2)cc1. Results: hERG_inhib (hERG inhibition (general)): blocker. (6) The compound is CCOc1ccc(CN2CCN(CC(O)Cn3c4ccccc4c4ccccc43)CC2)cc1. Results: hERG_inhib (hERG inhibition (general)): blocker. (7) The compound is CN(c1ccc(Cl)cc1)c1cc(=O)n(C)c2ccccc12. Results: hERG_inhib (hERG inhibition (general)): blocker. (8) The compound is O=[N+]([O-])c1ccc(N2CCN(Cc3ccc(Br)o3)CC2)cc1. Results: hERG_inhib (hERG inhibition (general)): blocker. (9) The drug is O=C(c1cc(=O)c2cc(Cl)ccc2o1)N1CCN(Cc2ccccc2)CC1. Results: hERG_inhib (hERG inhibition (general)): blocker.